Dataset: Full USPTO retrosynthesis dataset with 1.9M reactions from patents (1976-2016). Task: Predict the reactants needed to synthesize the given product. (1) Given the product [Br:15][C:16]1[CH:21]=[C:20]([N:8]2[C:9]3[C:5](=[CH:4][CH:3]=[C:2]([F:1])[CH:10]=3)[C:6]([C:11]([O:13][CH3:14])=[O:12])=[N:7]2)[CH:19]=[CH:18][CH:17]=1, predict the reactants needed to synthesize it. The reactants are: [F:1][C:2]1[CH:10]=[C:9]2[C:5]([C:6]([C:11]([O:13][CH3:14])=[O:12])=[N:7][NH:8]2)=[CH:4][CH:3]=1.[Br:15][C:16]1[CH:17]=[C:18](B(O)O)[CH:19]=[CH:20][CH:21]=1. (2) The reactants are: [C:1]([C:3]1[CH:8]=[CH:7][C:6]([N:9]2[C@@H:13]([CH:14]3[CH2:18][CH2:17][CH2:16][CH2:15]3)[CH2:12][C:11]([C:19]3[CH:27]=[CH:26][C:22]([C:23]([OH:25])=O)=[C:21]([O:28][CH3:29])[N:20]=3)=[N:10]2)=[CH:5][C:4]=1[CH3:30])#[N:2].[CH3:31][NH2:32].O1CCCC1. Given the product [C:1]([C:3]1[CH:8]=[CH:7][C:6]([N:9]2[C@@H:13]([CH:14]3[CH2:15][CH2:16][CH2:17][CH2:18]3)[CH2:12][C:11]([C:19]3[CH:27]=[CH:26][C:22]([C:23]([NH:32][CH3:31])=[O:25])=[C:21]([O:28][CH3:29])[N:20]=3)=[N:10]2)=[CH:5][C:4]=1[CH3:30])#[N:2], predict the reactants needed to synthesize it. (3) Given the product [Cl:1][C:2]1[CH:3]=[C:4]([C:12]2[CH:16]=[C:15]([C:17]([NH:19][C:20]3[CH:21]=[CH:22][C:23]([CH:26]=[O:27])=[CH:24][CH:25]=3)=[O:18])[NH:14][N:13]=2)[CH:5]=[CH:6][C:7]=1[O:8][CH:9]([CH3:11])[CH3:10], predict the reactants needed to synthesize it. The reactants are: [Cl:1][C:2]1[CH:3]=[C:4]([C:12]2[CH:16]=[C:15]([C:17]([NH:19][C:20]3[CH:25]=[CH:24][C:23]([CH:26]=[O:27])=[CH:22][CH:21]=3)=[O:18])[N:14](CC3C=CC(OC)=CC=3)[N:13]=2)[CH:5]=[CH:6][C:7]=1[O:8][CH:9]([CH3:11])[CH3:10].C(O)(C(F)(F)F)=O. (4) Given the product [CH2:20]([O:15][C:9]1[CH:10]=[CH:11][CH:12]=[C:13]([Cl:14])[C:8]=1[C:3]1[CH:4]=[CH:5][CH:6]=[CH:7][C:2]=1[Cl:1])[CH:19]=[CH2:18], predict the reactants needed to synthesize it. The reactants are: [Cl:1][C:2]1[CH:7]=[CH:6][CH:5]=[CH:4][C:3]=1[C:8]1[C:9]([OH:15])=[CH:10][CH:11]=[CH:12][C:13]=1[Cl:14].[H-].[Na+].[CH2:18](Br)[CH:19]=[CH2:20]. (5) Given the product [S:39]1[C:35]([NH:34][S:33]([C:29]2[C:30]([F:32])=[CH:31][C:26]([O:25][C:5]3[CH:4]=[CH:3][C:2]([Cl:1])=[CH:7][C:6]=3[C:8]3[CH:9]=[CH:10][C:11]4[O:15][N:14]=[C:13]([NH:16][C:17](=[O:23])[O:18][C:19]([CH3:21])([CH3:22])[CH3:20])[C:12]=4[CH:24]=3)=[C:27]([F:53])[CH:28]=2)(=[O:51])=[O:52])=[N:36][CH:37]=[N:38]1, predict the reactants needed to synthesize it. The reactants are: [Cl:1][C:2]1[CH:3]=[CH:4][C:5]([O:25][C:26]2[CH:31]=[C:30]([F:32])[C:29]([S:33](=[O:52])(=[O:51])[N:34](CC3C=CC(OC)=CC=3OC)[C:35]3[S:39][N:38]=[CH:37][N:36]=3)=[CH:28][C:27]=2[F:53])=[C:6]([C:8]2[CH:9]=[CH:10][C:11]3[O:15][N:14]=[C:13]([NH:16][C:17](=[O:23])[O:18][C:19]([CH3:22])([CH3:21])[CH3:20])[C:12]=3[CH:24]=2)[CH:7]=1.FC(F)(F)C(O)=O.C(=O)(O)[O-].[Na+].Cl. (6) Given the product [C:16]([NH:1][C@@H:2]([CH2:5][CH3:6])[CH2:3][OH:4])([C:17]1[CH:22]=[CH:21][CH:20]=[CH:19][CH:18]=1)([C:29]1[CH:30]=[CH:31][CH:32]=[CH:33][CH:34]=1)[C:23]1[CH:24]=[CH:25][CH:26]=[CH:27][CH:28]=1, predict the reactants needed to synthesize it. The reactants are: [NH2:1][C@@H:2]([CH2:5][CH3:6])[CH2:3][OH:4].C(N(C(C)C)CC)(C)C.[C:16](Cl)([C:29]1[CH:34]=[CH:33][CH:32]=[CH:31][CH:30]=1)([C:23]1[CH:28]=[CH:27][CH:26]=[CH:25][CH:24]=1)[C:17]1[CH:22]=[CH:21][CH:20]=[CH:19][CH:18]=1.CCCCCC.